Dataset: Forward reaction prediction with 1.9M reactions from USPTO patents (1976-2016). Task: Predict the product of the given reaction. (1) Given the reactants [Cl:1][C:2]1[CH:10]=[CH:9][C:5]([C:6]([OH:8])=[O:7])=[CH:4][C:3]=1[NH:11][C:12]([C:14]1[C:25](=[O:26])[NH:24][C:17]2[N:18]=[C:19]([O:22][CH3:23])[N:20]=[CH:21][C:16]=2[CH:15]=1)=[O:13].[CH2:27](Br)[C:28]1[CH:33]=[CH:32][CH:31]=[CH:30][CH:29]=1.[F-].C([N+](CCCC)(CCCC)CCCC)CCC, predict the reaction product. The product is: [CH2:27]([O:7][C:6](=[O:8])[C:5]1[CH:9]=[CH:10][C:2]([Cl:1])=[C:3]([NH:11][C:12]([C:14]2[C:25](=[O:26])[NH:24][C:17]3[N:18]=[C:19]([O:22][CH3:23])[N:20]=[CH:21][C:16]=3[CH:15]=2)=[O:13])[CH:4]=1)[C:28]1[CH:33]=[CH:32][CH:31]=[CH:30][CH:29]=1. (2) Given the reactants [Cl:1][C:2]1[N:7]=[CH:6][C:5]([CH2:8][C:9]([OH:11])=O)=[CH:4][C:3]=1[CH3:12].[NH2:13][C:14]1[N:19]=[CH:18][C:17]([N:20]2[CH2:25][CH2:24][N:23]([C:26](=[O:28])[CH3:27])[CH2:22][CH2:21]2)=[CH:16][CH:15]=1.F[P-](F)(F)(F)(F)F.N1(OC(N(C)C)=[N+](C)C)C2N=CC=CC=2N=N1.CCN(C(C)C)C(C)C, predict the reaction product. The product is: [C:26]([N:23]1[CH2:22][CH2:21][N:20]([C:17]2[CH:16]=[CH:15][C:14]([NH:13][C:9](=[O:11])[CH2:8][C:5]3[CH:6]=[N:7][C:2]([Cl:1])=[C:3]([CH3:12])[CH:4]=3)=[N:19][CH:18]=2)[CH2:25][CH2:24]1)(=[O:28])[CH3:27]. (3) Given the reactants C([O:3][C:4](=[O:34])[CH2:5][N:6]1[CH2:11][C:10]2[CH:12]=[C:13](/[CH:16]=[CH:17]/[C:18](=[O:32])[N:19]([CH3:31])[CH2:20][C:21]3[N:22]([CH3:30])[C:23]4[C:28]([CH:29]=3)=[CH:27][CH:26]=[CH:25][CH:24]=4)[CH:14]=[N:15][C:9]=2[NH:8][C:7]1=[O:33])C.[OH-].[Na+], predict the reaction product. The product is: [CH3:31][N:19]([CH2:20][C:21]1[N:22]([CH3:30])[C:23]2[C:28]([CH:29]=1)=[CH:27][CH:26]=[CH:25][CH:24]=2)[C:18](/[CH:17]=[CH:16]/[C:13]1[CH:14]=[N:15][C:9]2[NH:8][C:7](=[O:33])[N:6]([CH2:5][C:4]([OH:34])=[O:3])[CH2:11][C:10]=2[CH:12]=1)=[O:32]. (4) Given the reactants [CH2:1]([N:4]1[CH2:9][CH2:8][N:7]([CH3:10])[CH2:6][CH2:5]1)[CH:2]=[CH2:3].B1C2CCCC1CCC2.Br[C:21]1[CH:22]=[C:23]([CH:25]=[C:26]([C:28]([F:31])([F:30])[F:29])[CH:27]=1)[NH2:24].C(=O)([O-])[O-].[K+].[K+], predict the reaction product. The product is: [CH3:10][N:7]1[CH2:8][CH2:9][N:4]([CH2:1][CH2:2][CH2:3][C:21]2[CH:22]=[C:23]([NH2:24])[CH:25]=[C:26]([C:28]([F:31])([F:29])[F:30])[CH:27]=2)[CH2:5][CH2:6]1.